From a dataset of Full USPTO retrosynthesis dataset with 1.9M reactions from patents (1976-2016). Predict the reactants needed to synthesize the given product. (1) Given the product [Br:1][C:2]1[CH:3]=[C:4]([CH:7]=[C:8]([O:11][CH3:12])[C:9]=1[O:10][CH3:13])[CH:5]=[O:6], predict the reactants needed to synthesize it. The reactants are: [Br:1][C:2]1[CH:3]=[C:4]([CH:7]=[C:8]([O:11][CH3:12])[C:9]=1[OH:10])[CH:5]=[O:6].[C:13](=O)([O-])[O-].[K+].[K+].CI. (2) The reactants are: [F:1][C:2]([F:41])([F:40])[C:3]1[CH:4]=[C:5]([C:13]([CH3:39])([CH3:38])[C:14]([N:16]([CH3:37])[C:17]2[CH:18]=[N:19][C:20]([N:30]3[CH2:35][CH2:34][N:33](C)[CH2:32][CH2:31]3)=[CH:21][C:22]=2[C:23]2[CH:28]=[CH:27][CH:26]=[CH:25][C:24]=2[CH3:29])=[O:15])[CH:6]=[C:7]([C:9]([F:12])([F:11])[F:10])[CH:8]=1.CN(C)C1C2C(=CC=CC=2N(C)C)C=CC=1.ClC(OC(Cl)C)=O. Given the product [F:41][C:2]([F:1])([F:40])[C:3]1[CH:4]=[C:5]([C:13]([CH3:39])([CH3:38])[C:14]([N:16]([CH3:37])[C:17]2[CH:18]=[N:19][C:20]([N:30]3[CH2:35][CH2:34][NH:33][CH2:32][CH2:31]3)=[CH:21][C:22]=2[C:23]2[CH:28]=[CH:27][CH:26]=[CH:25][C:24]=2[CH3:29])=[O:15])[CH:6]=[C:7]([C:9]([F:12])([F:10])[F:11])[CH:8]=1, predict the reactants needed to synthesize it. (3) Given the product [F:23][C:24]1[CH:25]=[C:26]([C:31]2[S:10][C:34]([CH2:35][CH2:36][C:37]3[NH:41][C:40]([CH2:42][C:43]([CH3:47])([CH3:46])[CH2:44][CH3:45])=[CH:39][N:38]=3)=[N:33][CH:32]=2)[CH:27]=[CH:28][C:29]=1[F:30], predict the reactants needed to synthesize it. The reactants are: COC1C=CC(P2(SP(C3C=CC(OC)=CC=3)(=S)S2)=[S:10])=CC=1.[F:23][C:24]1[CH:25]=[C:26]([C:31](=O)[CH2:32][NH:33][C:34](=O)[CH2:35][CH2:36][C:37]2[N:38](S(N(C)C)(=O)=O)[CH:39]=[C:40]([CH2:42][C:43]([CH3:47])([CH3:46])[CH2:44][CH3:45])[N:41]=2)[CH:27]=[CH:28][C:29]=1[F:30]. (4) Given the product [N:24]1([CH:30]2[CH2:35][CH2:34][N:33]([C:6]3[N:5]=[C:4]4[N:11]([C:16]5[C:21]([F:22])=[CH:20][CH:19]=[CH:18][C:17]=5[F:23])[CH2:12][NH:13][CH2:14][C:3]4=[C:2]([Cl:1])[N:7]=3)[CH2:32][CH2:31]2)[CH2:29][CH2:28][CH2:27][CH2:26][CH2:25]1, predict the reactants needed to synthesize it. The reactants are: [Cl:1][C:2]1[N:7]=[C:6](S(C)=O)[N:5]=[C:4]2[N:11]([C:16]3[C:21]([F:22])=[CH:20][CH:19]=[CH:18][C:17]=3[F:23])[C:12](=O)[NH:13][CH2:14][C:3]=12.[N:24]1([CH:30]2[CH2:35][CH2:34][NH:33][CH2:32][CH2:31]2)[CH2:29][CH2:28][CH2:27][CH2:26][CH2:25]1.C(N(CC)C(C)C)(C)C. (5) Given the product [CH3:26][N:25]([CH2:27][C:28]1[CH:32]=[C:31]([C:6]2[S:7][CH:8]=[CH:9][CH:10]=2)[N:30]([S:34]([C:37]2[CH:38]=[N:39][CH:40]=[CH:41][CH:42]=2)(=[O:36])=[O:35])[CH:29]=1)[C:24](=[O:43])[O:23][C:19]([CH3:22])([CH3:20])[CH3:21], predict the reactants needed to synthesize it. The reactants are: C([Sn](CCCC)(CCCC)[C:6]1[S:7][CH:8]=[CH:9][CH:10]=1)CCC.[C:19]([O:23][C:24](=[O:43])[N:25]([CH2:27][C:28]1[CH:32]=[C:31](Br)[N:30]([S:34]([C:37]2[CH:38]=[N:39][CH:40]=[CH:41][CH:42]=2)(=[O:36])=[O:35])[CH:29]=1)[CH3:26])([CH3:22])([CH3:21])[CH3:20]. (6) Given the product [CH2:20]([N:12]1[C:11]2[C:10]3[CH:16]=[CH:17][CH:18]=[CH:19][C:9]=3[S:8][CH2:7][C:6]=2[C:5]2[C:13]1=[CH:14][CH:15]=[C:3]([O:2][CH3:1])[CH:4]=2)[CH3:21], predict the reactants needed to synthesize it. The reactants are: [CH3:1][O:2][C:3]1[CH:4]=[C:5]2[C:13](=[CH:14][CH:15]=1)[NH:12][C:11]1[C:10]3[CH:16]=[CH:17][CH:18]=[CH:19][C:9]=3[S:8][CH2:7][C:6]2=1.[CH2:20](I)[CH3:21]. (7) Given the product [CH:1]([O:3][C:4]([N:6]1[CH2:30][C@:29]2([C:31](=[O:34])[CH2:32][S:37][CH3:36])[C@@H:8]([CH2:9][C@H:10]3[C@H:23]4[C@@:14]([F:27])([C@:15]5([CH3:26])[C:20]([C@@H:21]([F:24])[CH2:22]4)=[CH:19][C:18](=[O:25])[CH:17]=[CH:16]5)[C@@H:13]([OH:28])[CH2:12][C@@:11]32[CH3:35])[CH2:7]1)=[O:5])=[CH2:2], predict the reactants needed to synthesize it. The reactants are: [CH:1]([O:3][C:4]([N:6]1[CH2:30][C@:29]2([C:31](=[O:34])[CH2:32]O)[C@@H:8]([CH2:9][C@H:10]3[C@H:23]4[C@@:14]([F:27])([C@:15]5([CH3:26])[C:20]([C@@H:21]([F:24])[CH2:22]4)=[CH:19][C:18](=[O:25])[CH:17]=[CH:16]5)[C@@H:13]([OH:28])[CH2:12][C@@:11]32[CH3:35])[CH2:7]1)=[O:5])=[CH2:2].[CH3:36][S:37](Cl)(=O)=O.CCN(C(C)C)C(C)C.C([S-])C.[Na+]. (8) Given the product [Cl:1][C:2]1[CH:3]=[CH:4][C:5]([OH:41])=[C:6]([C:8]2[C:12]([C:13]#[C:14][C:15]3[CH:20]=[CH:19][C:18]([NH:21][C:22]([CH:24]4[CH2:29][O:28][CH2:27][CH2:26][N:25]4[C:30](=[O:39])[CH:31]([NH:38][C:47]([NH:46][C:42]([CH3:45])([CH3:44])[CH3:43])=[O:48])[C:32]4[CH:33]=[CH:34][CH:35]=[CH:36][CH:37]=4)=[O:23])=[CH:17][CH:16]=3)=[CH:11][N:10]([CH3:40])[N:9]=2)[CH:7]=1, predict the reactants needed to synthesize it. The reactants are: [Cl:1][C:2]1[CH:3]=[CH:4][C:5]([OH:41])=[C:6]([C:8]2[C:12]([C:13]#[C:14][C:15]3[CH:20]=[CH:19][C:18]([NH:21][C:22]([CH:24]4[CH2:29][O:28][CH2:27][CH2:26][N:25]4[C:30](=[O:39])[CH:31]([NH2:38])[C:32]4[CH:37]=[CH:36][CH:35]=[CH:34][CH:33]=4)=[O:23])=[CH:17][CH:16]=3)=[CH:11][N:10]([CH3:40])[N:9]=2)[CH:7]=1.[C:42]([N:46]=[C:47]=[O:48])([CH3:45])([CH3:44])[CH3:43].